The task is: Predict which catalyst facilitates the given reaction.. This data is from Catalyst prediction with 721,799 reactions and 888 catalyst types from USPTO. (1) Reactant: [NH2:1][CH2:2][CH2:3][CH2:4][CH2:5][CH2:6][C:7]([OH:9])=[O:8].C([O-])([O-])=O.[Na+].[Na+].[Br:16][C:17]1[CH:25]=[CH:24][C:20]([C:21](Cl)=[O:22])=[CH:19][CH:18]=1. Product: [Br:16][C:17]1[CH:25]=[CH:24][C:20]([C:21]([NH:1][CH2:2][CH2:3][CH2:4][CH2:5][CH2:6][C:7]([OH:9])=[O:8])=[O:22])=[CH:19][CH:18]=1. The catalyst class is: 6. (2) Reactant: [Br:1][C:2]1[CH:7]=[CH:6][C:5]([C@@H:8](O)[CH2:9][N:10]2[CH2:14][CH2:13][CH2:12][CH2:11]2)=[CH:4][CH:3]=1.[CH2:16]([N:18](CC)CC)C.CS(Cl)(=O)=O.CN. Product: [Br:1][C:2]1[CH:7]=[CH:6][C:5]([C@@H:8]([NH:18][CH3:16])[CH2:9][N:10]2[CH2:14][CH2:13][CH2:12][CH2:11]2)=[CH:4][CH:3]=1. The catalyst class is: 2. (3) Reactant: [CH3:1][S:2]([OH:5])(=[O:4])=[O:3].[Cl:6][C:7]1[CH:12]=[C:11]([Cl:13])[C:10]([F:14])=[CH:9][C:8]=1[C:15]1[O:16][C:17]2[C:22]([C:23](=[O:25])[CH:24]=1)=[C:21]([OH:26])[CH:20]=[C:19]([OH:27])[C:18]=2[C@@H:28]1[CH2:32][CH2:31][N:30]([CH3:33])[C@H:29]1[CH2:34][OH:35]. Product: [CH3:1][S:2]([OH:5])(=[O:4])=[O:3].[Cl:6][C:7]1[CH:12]=[C:11]([Cl:13])[C:10]([F:14])=[CH:9][C:8]=1[C:15]1[O:16][C:17]2[C:22]([C:23](=[O:25])[CH:24]=1)=[C:21]([OH:26])[CH:20]=[C:19]([OH:27])[C:18]=2[C@@H:28]1[CH2:32][CH2:31][N:30]([CH3:33])[C@H:29]1[CH2:34][OH:35]. The catalyst class is: 5. (4) Reactant: [CH2:1]([N:8]1[C:16]2[C:11](=[CH:12][CH:13]=[C:14]([OH:17])[CH:15]=2)[C:10]([C:18]([NH:20][CH2:21][C:22]2[CH:27]=[CH:26][C:25]([F:28])=[C:24]([F:29])[CH:23]=2)=[O:19])=[C:9]1[CH:30]([CH3:32])[CH3:31])[C:2]1[CH:7]=[CH:6][CH:5]=[CH:4][CH:3]=1.C([O-])([O-])=O.[K+].[K+].[CH:39]1(I)[CH2:43][CH2:42][CH2:41][CH2:40]1. The catalyst class is: 3. Product: [CH2:1]([N:8]1[C:16]2[C:11](=[CH:12][CH:13]=[C:14]([O:17][CH:39]3[CH2:43][CH2:42][CH2:41][CH2:40]3)[CH:15]=2)[C:10]([C:18]([NH:20][CH2:21][C:22]2[CH:27]=[CH:26][C:25]([F:28])=[C:24]([F:29])[CH:23]=2)=[O:19])=[C:9]1[CH:30]([CH3:32])[CH3:31])[C:2]1[CH:7]=[CH:6][CH:5]=[CH:4][CH:3]=1.